This data is from Reaction yield outcomes from USPTO patents with 853,638 reactions. The task is: Predict the reaction yield, written as a fraction of the theoretical maximum amount of product (1.0 means a 100% yield; for example, 0.34 means a 34% yield). (1) The reactants are [CH3:1][CH2:2]N(P1(N(C)CCCN1C)=NC(C)(C)C)CC.[CH:19]1([CH2:25][N:26]2[C:30]([CH2:31][CH2:32][N:33]3[CH2:38][CH2:37][N:36]([C:39]4[CH:44]=[CH:43][CH:42]=[CH:41][C:40]=4[O:45][CH3:46])[CH2:35][CH2:34]3)=[N:29][NH:28][C:27]2=[O:47])[CH2:24][CH2:23][CH2:22][CH2:21][CH2:20]1.C(I)C. The catalyst is CC#N. The product is [CH:19]1([CH2:25][N:26]2[C:30]([CH2:31][CH2:32][N:33]3[CH2:34][CH2:35][N:36]([C:39]4[CH:44]=[CH:43][CH:42]=[CH:41][C:40]=4[O:45][CH3:46])[CH2:37][CH2:38]3)=[N:29][N:28]([CH2:1][CH3:2])[C:27]2=[O:47])[CH2:24][CH2:23][CH2:22][CH2:21][CH2:20]1. The yield is 0.590. (2) The reactants are [C:9](O[C:9]([O:11][C:12]([CH3:15])([CH3:14])[CH3:13])=[O:10])([O:11][C:12]([CH3:15])([CH3:14])[CH3:13])=[O:10].[Br:16][C:17]1[C:25]2[C:24]([O:26][N:27]3[C:31]4[CH:32]=[CH:33][CH:34]=[CH:35][C:30]=4[N:29]=[N:28]3)=[N:23][C:22]([S:36][CH3:37])=[N:21][C:20]=2[NH:19][C:18]=1[CH2:38][CH3:39].CCN(CC)CC.O. The catalyst is CN(C)C1C=CN=CC=1.C1COCC1. The product is [N:27]1([O:26][C:24]2[C:25]3[C:17]([Br:16])=[C:18]([CH2:38][CH3:39])[N:19]([C:9]([O:11][C:12]([CH3:13])([CH3:14])[CH3:15])=[O:10])[C:20]=3[N:21]=[C:22]([S:36][CH3:37])[N:23]=2)[C:31]2[CH:32]=[CH:33][CH:34]=[CH:35][C:30]=2[N:29]=[N:28]1. The yield is 0.750. (3) The yield is 0.800. The product is [CH3:30][CH:15]1[N:16]([C:19]2[CH:24]=[CH:23][CH:22]=[C:21]([O:25][C:26]([F:29])([F:28])[F:27])[CH:20]=2)[CH2:17][CH2:18][N:13]([CH2:12][CH2:11][CH:10]=[O:32])[C:14]1=[O:31]. The catalyst is C1COCC1. The reactants are [H-].[Al+3].[Li+].[H-].[H-].[H-].CON(C)[C:10](=[O:32])[CH2:11][CH2:12][N:13]1[CH2:18][CH2:17][N:16]([C:19]2[CH:24]=[CH:23][CH:22]=[C:21]([O:25][C:26]([F:29])([F:28])[F:27])[CH:20]=2)[CH:15]([CH3:30])[C:14]1=[O:31].CC(C)=O.CC(O)=O. (4) The reactants are [Cl:1][C:2]1[CH:7]=[CH:6][C:5]([C@H:8]2[N:15]3[C:11]([S:12][C:13]([C:19](OCC)=[O:20])=[C:14]3[CH:16]([CH3:18])[CH3:17])=[N:10][C@H:9]2[C:24]2[CH:29]=[CH:28][C:27]([Cl:30])=[CH:26][CH:25]=2)=[CH:4][CH:3]=1.[H-].[Al+3].[Li+].[H-].[H-].[H-].[OH-].[Na+].S([O-])([O-])(=O)=O.[Na+].[Na+]. The catalyst is O1CCCC1.O. The product is [Cl:1][C:2]1[CH:7]=[CH:6][C:5]([C@H:8]2[N:15]3[C:11]([S:12][C:13]([CH2:19][OH:20])=[C:14]3[CH:16]([CH3:18])[CH3:17])=[N:10][C@H:9]2[C:24]2[CH:25]=[CH:26][C:27]([Cl:30])=[CH:28][CH:29]=2)=[CH:4][CH:3]=1. The yield is 0.540. (5) The reactants are [NH2:1][C:2]1[C:7]([C:8]([O:10]C)=[O:9])=[C:6]([C:12]([F:15])([F:14])[F:13])[N:5]=[CH:4][CH:3]=1.[OH-].[Li+].Cl.[Na+].[Cl-]. The catalyst is O1CCOCC1.CO.O. The product is [NH2:1][C:2]1[C:7]([C:8]([OH:10])=[O:9])=[C:6]([C:12]([F:15])([F:13])[F:14])[N:5]=[CH:4][CH:3]=1. The yield is 0.950. (6) The reactants are C([O:8][C:9]1[C:18](=[O:19])[N:17]2[C:12]([CH:13]([CH3:20])[O:14][CH2:15][CH2:16]2)=[N:11][C:10]=1[C:21]([O:23][CH2:24][CH3:25])=[O:22])C1C=CC=CC=1.[H][H]. The catalyst is C(OCC)(=O)C.C(O)C.[Pd]. The product is [OH:8][C:9]1[C:18](=[O:19])[N:17]2[C:12]([CH:13]([CH3:20])[O:14][CH2:15][CH2:16]2)=[N:11][C:10]=1[C:21]([O:23][CH2:24][CH3:25])=[O:22]. The yield is 0.950. (7) The reactants are C([O-])(=O)C.[Na+].[F:6][CH:7]([F:33])[C:8]1[N:9]=[C:10]([CH2:30][CH2:31][CH3:32])[N:11]([CH2:15][C:16]2[CH:21]=[CH:20][C:19]([C:22]3[C:23]([C:28]#[N:29])=[CH:24][CH:25]=[CH:26][CH:27]=3)=[CH:18][CH:17]=2)[C:12](=[O:14])[CH:13]=1.[Br:34]Br. The catalyst is C(O)(=O)C. The product is [Br:34][C:13]1[C:12](=[O:14])[N:11]([CH2:15][C:16]2[CH:17]=[CH:18][C:19]([C:22]3[C:23]([C:28]#[N:29])=[CH:24][CH:25]=[CH:26][CH:27]=3)=[CH:20][CH:21]=2)[C:10]([CH2:30][CH2:31][CH3:32])=[N:9][C:8]=1[CH:7]([F:6])[F:33]. The yield is 0.610.